This data is from Catalyst prediction with 721,799 reactions and 888 catalyst types from USPTO. The task is: Predict which catalyst facilitates the given reaction. (1) Reactant: FC(F)(F)C(O)=O.[CH2:8]([O:10][C:11](=[O:53])[CH2:12][C:13]1[CH:14]=[N:15][C:16]([C:19]2[CH:24]=[CH:23][C:22]([C:25]([C:30]3[CH:35]=[CH:34][C:33]([CH2:36][CH2:37][CH:38]([O:43][Si](C(C)(C)C)(C)C)[C:39]([CH3:42])([CH3:41])[CH3:40])=[C:32]([CH3:51])[CH:31]=3)([CH2:28][CH3:29])[CH2:26][CH3:27])=[CH:21][C:20]=2[CH3:52])=[CH:17][CH:18]=1)[CH3:9]. Product: [CH2:8]([O:10][C:11](=[O:53])[CH2:12][C:13]1[CH:14]=[N:15][C:16]([C:19]2[CH:24]=[CH:23][C:22]([C:25]([CH2:26][CH3:27])([C:30]3[CH:35]=[CH:34][C:33]([CH2:36][CH2:37][CH:38]([OH:43])[C:39]([CH3:40])([CH3:41])[CH3:42])=[C:32]([CH3:51])[CH:31]=3)[CH2:28][CH3:29])=[CH:21][C:20]=2[CH3:52])=[CH:17][CH:18]=1)[CH3:9]. The catalyst class is: 4. (2) Reactant: [F:8][C:7]([F:10])([F:9])[C:6](O[C:6](=[O:11])[C:7]([F:10])([F:9])[F:8])=[O:11].[C:14]([C:16]1[CH:28]=[CH:27][C:19]([CH2:20][CH:21]2[CH2:26][CH2:25][NH:24][CH2:23][CH2:22]2)=[CH:18][CH:17]=1)#[N:15]. Product: [F:10][C:7]([F:8])([F:9])[C:6]([N:24]1[CH2:23][CH2:22][CH:21]([CH2:20][C:19]2[CH:18]=[CH:17][C:16]([C:14]#[N:15])=[CH:28][CH:27]=2)[CH2:26][CH2:25]1)=[O:11]. The catalyst class is: 4. (3) Reactant: C([N:8]1[CH2:12][CH2:11][CH:10]([O:13][C:14](=[O:21])[C:15]2[CH:20]=[CH:19][CH:18]=[CH:17][CH:16]=2)[CH2:9]1)C1C=CC=CC=1.ClC(OC(Cl)C)=O. Product: [C:14]([O:13][C@H:10]1[CH2:11][CH2:12][NH:8][CH2:9]1)(=[O:21])[C:15]1[CH:16]=[CH:17][CH:18]=[CH:19][CH:20]=1. The catalyst class is: 98. (4) Reactant: [CH3:1][O:2][C:3]1[CH:4]=[C:5]([CH:16]=[C:17]([O:22][CH3:23])[C:18]=1[CH:19]([CH3:21])[CH3:20])[C:6](P(=O)(OCC)OCC)=O.[H-].[Na+].[F:26][C:27]1[CH:34]=[CH:33][CH:32]=[CH:31][C:28]=1[CH:29]=O.O. Product: [CH3:23][O:22][C:17]1[CH:16]=[C:5]([CH:6]=[CH:29][C:28]2[CH:31]=[CH:32][CH:33]=[CH:34][C:27]=2[F:26])[CH:4]=[C:3]([O:2][CH3:1])[C:18]=1[CH:19]([CH3:20])[CH3:21]. The catalyst class is: 1.